From a dataset of Reaction yield outcomes from USPTO patents with 853,638 reactions. Predict the reaction yield, written as a fraction of the theoretical maximum amount of product (1.0 means a 100% yield; for example, 0.34 means a 34% yield). The reactants are [CH3:1][O:2][C:3](=[O:16])[CH:4]=[CH:5][C:6]1[CH:11]=[CH:10][CH:9]=[C:8]([S:12](Cl)(=[O:14])=[O:13])[CH:7]=1.[CH3:17][C:18]1[CH:24]=[CH:23][C:21]([NH2:22])=[CH:20][CH:19]=1.C([O-])(O)=O.[Na+]. The catalyst is O1CCOCC1.O. The product is [CH3:1][O:2][C:3](=[O:16])[CH:4]=[CH:5][C:6]1[CH:11]=[CH:10][CH:9]=[C:8]([S:12](=[O:14])(=[O:13])[NH:22][C:21]2[CH:23]=[CH:24][C:18]([CH3:17])=[CH:19][CH:20]=2)[CH:7]=1. The yield is 0.790.